Dataset: Forward reaction prediction with 1.9M reactions from USPTO patents (1976-2016). Task: Predict the product of the given reaction. (1) Given the reactants [OH:1][C@@H:2]([C@H:4]1[C:40](=[O:41])[N:6]2[C:7]([C:27]([O:29]CC3C=CC([N+]([O-])=O)=CC=3)=[O:28])=[C:8]([C:11]3[S:15][C:14]4=[C:16]([C:19]([C:21]5[CH:22]=[N:23][CH:24]=[CH:25][CH:26]=5)=[O:20])[N:17]=[CH:18][N:13]4[CH:12]=3)[C@H:9]([CH3:10])[C@H:5]12)[CH3:3].P([O-])([O-])([O-])=O.[Na+:47].[Na+].[Na+].[H][H], predict the reaction product. The product is: [OH:1][C@@H:2]([C@H:4]1[C:40](=[O:41])[N:6]2[C:7]([C:27]([O-:29])=[O:28])=[C:8]([C:11]3[S:15][C:14]4=[C:16]([C:19]([C:21]5[CH:22]=[N:23][CH:24]=[CH:25][CH:26]=5)=[O:20])[N:17]=[CH:18][N:13]4[CH:12]=3)[C@H:9]([CH3:10])[C@H:5]12)[CH3:3].[Na+:47]. (2) Given the reactants [CH2:1]([O:8][C:9]1[CH:17]=[CH:16][CH:15]=[C:14]2[C:10]=1[CH:11]=[C:12]([C:18]([O:20][CH2:21][CH3:22])=[O:19])[NH:13]2)[C:2]1[CH:7]=[CH:6][CH:5]=[CH:4][CH:3]=1.[H-].[Na+].[CH3:25]I.O, predict the reaction product. The product is: [CH2:1]([O:8][C:9]1[CH:17]=[CH:16][CH:15]=[C:14]2[C:10]=1[CH:11]=[C:12]([C:18]([O:20][CH2:21][CH3:22])=[O:19])[N:13]2[CH3:25])[C:2]1[CH:3]=[CH:4][CH:5]=[CH:6][CH:7]=1. (3) Given the reactants [Br:1][C:2]1[N:7]=[C:6]([C:8](=O)[CH3:9])[CH:5]=[CH:4][CH:3]=1.[C-]#N.[K+].[C:14](=[O:17])([O-])[O-].[NH4+:18].[NH4+:19].CCO[C:23](C)=[O:24], predict the reaction product. The product is: [Br:1][C:2]1[N:7]=[C:6]([C:8]2([CH3:9])[NH:19][C:23](=[O:24])[NH:18][C:14]2=[O:17])[CH:5]=[CH:4][CH:3]=1. (4) Given the reactants C(C(=[C:16]1[C:28]2[C:20]([CH:21]=[C:22]3[C:27]=2[CH:26]=[C:25]([C:29]([CH3:32])([CH3:31])[CH3:30])[C:24]([C:33]2[CH:38]=[CH:37][CH:36]=[CH:35][C:34]=2[CH3:39])=[CH:23]3)=[C:19](C2C=CC=C2)[C:18]([C:45]2[CH:50]=[CH:49][CH:48]=[CH:47][C:46]=2[CH3:51])=[C:17]1[C:52]([CH3:55])([CH3:54])[CH3:53])CC1C=CC=CC=1)C1C=CC=CC=1.C(O[CH2:59][CH3:60])C.[CH2:61]([Li])[CH2:62][CH2:63][CH3:64].[Cl-:66].[Cl-].[Cl-].[Cl-].[Zr+4:70], predict the reaction product. The product is: [Cl-:66].[Cl-:66].[CH2:61]([C:53](=[Zr+2:70]([CH:60]1[CH:59]=[CH:33][CH:24]=[CH:25]1)[C:23]1[C:22]2[CH2:21][C:20]3[C:28](=[CH:16][C:17]([C:52]([CH3:55])([CH3:53])[CH3:54])=[C:18]([C:45]4[CH:50]=[CH:49][CH:48]=[CH:47][C:46]=4[CH3:51])[CH:19]=3)[C:27]=2[CH:26]=[C:25]([C:29]([CH3:32])([CH3:31])[CH3:30])[C:24]=1[C:33]1[CH:38]=[CH:37][CH:36]=[CH:35][C:34]=1[CH3:39])[CH2:52][C:17]1[CH:16]=[CH:28][CH:20]=[CH:19][CH:18]=1)[C:62]1[CH:23]=[CH:22][CH:21]=[CH:64][CH:63]=1. (5) Given the reactants [H-].C([Al+]CC(C)C)C(C)C.[N:11]1([CH2:17][CH2:18][O:19][C:20]2[CH:21]=[N:22][C:23]([C:26]3[CH:27]=[C:28]([CH:33]=[CH:34][CH:35]=3)[C:29](OC)=[O:30])=[N:24][CH:25]=2)[CH2:16][CH2:15][O:14][CH2:13][CH2:12]1.[Cl-].[NH4+], predict the reaction product. The product is: [N:11]1([CH2:17][CH2:18][O:19][C:20]2[CH:25]=[N:24][C:23]([C:26]3[CH:27]=[C:28]([CH2:29][OH:30])[CH:33]=[CH:34][CH:35]=3)=[N:22][CH:21]=2)[CH2:12][CH2:13][O:14][CH2:15][CH2:16]1. (6) Given the reactants [Cl:1][C:2]1[CH:7]=[CH:6][C:5]([C@H:8]([C:19]2[CH:24]=[CH:23][C:22]([N:25]3[CH2:30][CH2:29][CH:28](C(O)=O)[CH2:27][CH2:26]3)=[CH:21][CH:20]=2)[CH2:9][C:10]([C:12]2[CH:17]=[CH:16][N:15]=[C:14]([CH3:18])[CH:13]=2)=O)=[C:4]([CH3:34])[CH:3]=1.Cl.[NH2:36][OH:37].[C:38](=[O:41])([O-])[OH:39].[Na+], predict the reaction product. The product is: [Cl:1][C:2]1[CH:7]=[CH:6][C:5]([C@H:8]([C:19]2[CH:20]=[CH:21][C:22]([N:25]3[CH2:30][CH2:29][CH:28]([C:38]([OH:39])=[O:41])[CH2:27][CH2:26]3)=[CH:23][CH:24]=2)[CH2:9]/[C:10](=[N:36]\[OH:37])/[C:12]2[CH:17]=[CH:16][N:15]=[C:14]([CH3:18])[CH:13]=2)=[C:4]([CH3:34])[CH:3]=1. (7) Given the reactants Br[C:2]1[CH:3]=[C:4]([NH2:9])[C:5]([Cl:8])=[N:6][CH:7]=1.[CH3:10][N:11]1[C:15]([Sn](CCCC)(CCCC)CCCC)=[C:14]([CH3:29])[N:13]=[N:12]1.CCN(CC)CC, predict the reaction product. The product is: [Cl:8][C:5]1[C:4]([NH2:9])=[CH:3][C:2]([C:15]2[N:11]([CH3:10])[N:12]=[N:13][C:14]=2[CH3:29])=[CH:7][N:6]=1. (8) Given the reactants [Br:1][C:2]1[CH:7]=[C:6]([O:8][C:9]2[CH:14]=[CH:13][C:12]([Cl:15])=[CH:11][CH:10]=2)[CH:5]=[CH:4][C:3]=1[C:16]([OH:24])([CH3:23])[CH2:17][N:18]1[CH:22]=[N:21][CH:20]=[N:19]1.[H-].[Na+].[CH3:27]I.[Cl-].[Na+], predict the reaction product. The product is: [Br:1][C:2]1[CH:7]=[C:6]([O:8][C:9]2[CH:10]=[CH:11][C:12]([Cl:15])=[CH:13][CH:14]=2)[CH:5]=[CH:4][C:3]=1[C:16]([O:24][CH3:27])([CH3:23])[CH2:17][N:18]1[CH:22]=[N:21][CH:20]=[N:19]1.